Task: Regression. Given two drug SMILES strings and cell line genomic features, predict the synergy score measuring deviation from expected non-interaction effect.. Dataset: NCI-60 drug combinations with 297,098 pairs across 59 cell lines Drug 2: CN(CCCl)CCCl.Cl. Synergy scores: CSS=29.8, Synergy_ZIP=2.14, Synergy_Bliss=7.21, Synergy_Loewe=7.19, Synergy_HSA=7.73. Cell line: SF-268. Drug 1: C1=C(C(=O)NC(=O)N1)F.